From a dataset of Catalyst prediction with 721,799 reactions and 888 catalyst types from USPTO. Predict which catalyst facilitates the given reaction. Reactant: CC(C)(C)C[O:4][S:5]([C:8]1[CH:13]=[CH:12][CH:11]=[C:10]([C:14]2[CH:19]=[C:18]([C:20]3[N:25]=[C:24]([C:26]([F:29])([F:28])[F:27])[CH:23]=[C:22]([C:30]4[CH:35]=[CH:34][C:33]([C:36]([F:39])([F:38])[F:37])=[CH:32][CH:31]=4)[N:21]=3)[CH:17]=[CH:16][N:15]=2)[CH:9]=1)(=[O:7])=[O:6].[ClH:42]. Product: [ClH:42].[F:29][C:26]([F:27])([F:28])[C:24]1[CH:23]=[C:22]([C:30]2[CH:31]=[CH:32][C:33]([C:36]([F:39])([F:38])[F:37])=[CH:34][CH:35]=2)[N:21]=[C:20]([C:18]2[CH:17]=[CH:16][N:15]=[C:14]([C:10]3[CH:9]=[C:8]([S:5]([OH:7])(=[O:6])=[O:4])[CH:13]=[CH:12][CH:11]=3)[CH:19]=2)[N:25]=1. The catalyst class is: 12.